From a dataset of Full USPTO retrosynthesis dataset with 1.9M reactions from patents (1976-2016). Predict the reactants needed to synthesize the given product. (1) Given the product [N:32]1([C:30]([C:17]2[C:18]3[CH2:27][S:26](=[O:28])(=[O:29])[C:25]4[CH:24]=[CH:23][CH:22]=[CH:21][C:20]=4[C:19]=3[N:15]([C:11]3[CH:10]=[C:9]([OH:8])[CH:14]=[CH:13][CH:12]=3)[N:16]=2)=[O:31])[CH2:37][CH2:36][O:35][CH2:34][CH2:33]1, predict the reactants needed to synthesize it. The reactants are: C([O:8][C:9]1[CH:10]=[C:11]([N:15]2[C:19]3[C:20]4[CH:21]=[CH:22][CH:23]=[CH:24][C:25]=4[S:26](=[O:29])(=[O:28])[CH2:27][C:18]=3[C:17]([C:30]([N:32]3[CH2:37][CH2:36][O:35][CH2:34][CH2:33]3)=[O:31])=[N:16]2)[CH:12]=[CH:13][CH:14]=1)C1C=CC=CC=1.[H][H]. (2) Given the product [NH2:11][C:8]1[CH:9]=[C:10]2[C:5]([C:4]([F:16])([F:15])[O:3][C:2]2([F:1])[F:17])=[CH:6][C:7]=1[OH:14], predict the reactants needed to synthesize it. The reactants are: [F:1][C:2]1([F:17])[C:10]2[C:5](=[CH:6][C:7]([OH:14])=[C:8]([N+:11]([O-])=O)[CH:9]=2)[C:4]([F:16])([F:15])[O:3]1.C(O)(=O)C. (3) Given the product [Cl:21][C:22]1[CH:28]=[CH:27][C:25]([NH:26][C:2]2[CH:17]=[C:16]([CH:18]([CH3:20])[CH3:19])[C:5]([C:6]([NH:8][CH2:9][CH:10]3[CH2:15][CH2:14][O:13][CH2:12][CH2:11]3)=[O:7])=[CH:4][N:3]=2)=[CH:24][C:23]=1[C:29]([F:30])([F:31])[F:32], predict the reactants needed to synthesize it. The reactants are: Cl[C:2]1[CH:17]=[C:16]([CH:18]([CH3:20])[CH3:19])[C:5]([C:6]([NH:8][CH2:9][CH:10]2[CH2:15][CH2:14][O:13][CH2:12][CH2:11]2)=[O:7])=[CH:4][N:3]=1.[Cl:21][C:22]1[CH:28]=[CH:27][C:25]([NH2:26])=[CH:24][C:23]=1[C:29]([F:32])([F:31])[F:30]. (4) The reactants are: [F:1][C:2]1[CH:26]=[C:25]([N+:27]([O-])=O)[CH:24]=[CH:23][C:3]=1[O:4][C:5]1[CH:10]=[CH:9][N:8]=[CH:7][C:6]=1[C:11]#[C:12][CH2:13][NH:14][C:15](=[O:22])[CH2:16][N:17]1[CH2:21][CH2:20][CH2:19][CH2:18]1.[NH4+].[Cl-]. Given the product [NH2:27][C:25]1[CH:24]=[CH:23][C:3]([O:4][C:5]2[CH:10]=[CH:9][N:8]=[CH:7][C:6]=2[C:11]#[C:12][CH2:13][NH:14][C:15](=[O:22])[CH2:16][N:17]2[CH2:21][CH2:20][CH2:19][CH2:18]2)=[C:2]([F:1])[CH:26]=1, predict the reactants needed to synthesize it.